From a dataset of Full USPTO retrosynthesis dataset with 1.9M reactions from patents (1976-2016). Predict the reactants needed to synthesize the given product. (1) Given the product [CH3:27][S:28]([CH2:2][C:3]1[CH:19]=[CH:18][C:6]([O:7][C:8]2[CH:9]=[C:10]([C:16]#[N:17])[C:11](=[CH:14][CH:15]=2)[C:12]#[N:13])=[CH:5][CH:4]=1)(=[O:30])=[O:29], predict the reactants needed to synthesize it. The reactants are: O[CH2:2][C:3]1[CH:19]=[CH:18][C:6]([O:7][C:8]2[CH:9]=[C:10]([C:16]#[N:17])[C:11](=[CH:14][CH:15]=2)[C:12]#[N:13])=[CH:5][CH:4]=1.C(N(CC)CC)C.[CH3:27][S:28](Cl)(=[O:30])=[O:29]. (2) Given the product [CH3:43][S:44]([O-:47])(=[O:46])=[O:45].[CH3:15][O:16][CH2:17][CH2:18][O:19][C:20]1[C:29]2[C:24](=[CH:25][CH:26]=[CH:27][CH:28]=2)[C:23]([S+:34]2[CH2:30][CH2:31][CH2:32][CH2:33]2)=[CH:22][CH:21]=1, predict the reactants needed to synthesize it. The reactants are: O=P12OP3(OP(OP(O3)(O1)=O)(=O)O2)=O.[CH3:15][O:16][CH2:17][CH2:18][O:19][C:20]1[C:29]2[C:24](=[CH:25][CH:26]=[CH:27][CH:28]=2)[CH:23]=[CH:22][CH:21]=1.[CH2:30]1[S:34](=O)[CH2:33][CH2:32][CH2:31]1.C(OC(C)C)(C)C.[CH3:43][S:44]([OH:47])(=[O:46])=[O:45].